From a dataset of Forward reaction prediction with 1.9M reactions from USPTO patents (1976-2016). Predict the product of the given reaction. (1) Given the reactants [Cl:1][C:2]1[CH:31]=[C:30]([Cl:32])[CH:29]=[CH:28][C:3]=1[O:4][C:5]1[CH:10]=[CH:9][CH:8]=[CH:7][C:6]=1[NH:11][S:12]([C:15]1[CH:27]=[CH:26][C:18]([C:19]([NH:21][CH2:22][C:23](O)=[O:24])=[O:20])=[CH:17][CH:16]=1)(=[O:14])=[O:13].[N:33]1([CH2:39][CH2:40][NH2:41])[CH2:38][CH2:37][CH2:36][CH2:35][CH2:34]1, predict the reaction product. The product is: [Cl:1][C:2]1[CH:31]=[C:30]([Cl:32])[CH:29]=[CH:28][C:3]=1[O:4][C:5]1[CH:10]=[CH:9][CH:8]=[CH:7][C:6]=1[NH:11][S:12]([C:15]1[CH:16]=[CH:17][C:18]([C:19]([NH:21][CH2:22][C:23](=[O:24])[NH:41][CH2:40][CH2:39][N:33]2[CH2:38][CH2:37][CH2:36][CH2:35][CH2:34]2)=[O:20])=[CH:26][CH:27]=1)(=[O:14])=[O:13]. (2) Given the reactants [Cl:1][C:2]1[CH:7]=[C:6]([Cl:8])[CH:5]=[C:4]([Cl:9])[C:3]=1[CH2:10]O.S(Cl)([Cl:14])=O.CN(C=O)C, predict the reaction product. The product is: [Cl:1][C:2]1[CH:7]=[C:6]([Cl:8])[CH:5]=[C:4]([Cl:9])[C:3]=1[CH2:10][Cl:14]. (3) Given the reactants [CH3:1][C:2]1[CH:7](/[CH:8]=[CH:9]/[C:10]([CH3:12])=[O:11])[C:6]([CH3:14])([CH3:13])[CH2:5][CH2:4][CH:3]=1.[SH:15][CH2:16][CH2:17][CH2:18][Si:19]([O:24][CH3:25])([O:22][CH3:23])[O:20][CH3:21].C1CCN2C(=NCCC2)CC1.Cl, predict the reaction product. The product is: [CH3:21][O:20][Si:19]([O:22][CH3:23])([O:24][CH3:25])[CH2:18][CH2:17][CH2:16][S:15][CH:8]([CH:7]1[C:6]([CH3:14])([CH3:13])[CH2:5][CH2:4][CH:3]=[C:2]1[CH3:1])[CH2:9][C:10](=[O:11])[CH3:12]. (4) Given the reactants [CH3:1][S:2][C:3]1[CH:10]=[C:9]([F:11])[CH:8]=[CH:7][C:4]=1[CH:5]=O.CN.[BH3-][C:15]#[N:16].[Na+], predict the reaction product. The product is: [F:11][C:9]1[CH:8]=[CH:7][C:4]([CH2:5][NH:16][CH3:15])=[C:3]([S:2][CH3:1])[CH:10]=1. (5) Given the reactants [I:1][C:2]1[CH:3]=[C:4]([OH:8])[CH:5]=[CH:6][CH:7]=1.Br[C:10]([CH3:16])([CH3:15])[C:11]([O:13][CH3:14])=[O:12].C(=O)([O-])[O-].[Cs+].[Cs+].O, predict the reaction product. The product is: [I:1][C:2]1[CH:3]=[C:4]([CH:5]=[CH:6][CH:7]=1)[O:8][C:10]([CH3:16])([CH3:15])[C:11]([O:13][CH3:14])=[O:12]. (6) Given the reactants C[O:2][C:3](=[O:16])[CH2:4][C:5]1[CH:10]=[CH:9][C:8]([O:11][S:12]([CH3:15])(=[O:14])=[O:13])=[CH:7][CH:6]=1.[Li+].[OH-].Cl.CCOC(C)=O, predict the reaction product. The product is: [CH3:15][S:12]([O:11][C:8]1[CH:7]=[CH:6][C:5]([CH2:4][C:3]([OH:16])=[O:2])=[CH:10][CH:9]=1)(=[O:14])=[O:13]. (7) Given the reactants [Cl:1][C:2]1[C:7]([Cl:8])=[CH:6][CH:5]=[CH:4][N:3]=1.C([Li])CCC.CN([CH:17]=[O:18])C, predict the reaction product. The product is: [Cl:1][C:2]1[C:7]([Cl:8])=[C:6]([CH:17]=[O:18])[CH:5]=[CH:4][N:3]=1. (8) Given the reactants C(Cl)(=O)[C:2]([CH3:5])([CH3:4])[CH3:3].[C:8]([OH:17])(=O)[CH2:9]/[CH:10]=[CH:11]/[CH2:12][C:13]([OH:15])=O.C[N:19]1[CH2:24][CH2:23][O:22][CH2:21]C1.[Li][CH2:26][CH2:27][CH2:28]C.[CH2:30]([C@H:37]1[CH2:41][O:40][C:39](=[O:42])[NH:38]1)[C:31]1[CH:36]=[CH:35][CH:34]=[CH:33][CH:32]=1.C1C[O:46]CC1, predict the reaction product. The product is: [CH2:30]([C@H:37]1[CH2:41][O:40][C:39](=[O:42])[N:38]1[C:13](=[O:15])[CH2:12]/[CH:11]=[CH:10]/[CH2:9][C:8]([N:19]1[C@@H:24]([CH2:5][C:2]2[CH:3]=[CH:28][CH:27]=[CH:26][CH:4]=2)[CH2:23][O:22][C:21]1=[O:46])=[O:17])[C:31]1[CH:32]=[CH:33][CH:34]=[CH:35][CH:36]=1.